This data is from Catalyst prediction with 721,799 reactions and 888 catalyst types from USPTO. The task is: Predict which catalyst facilitates the given reaction. (1) Reactant: [Cl:1][C:2]1[CH:3]=[C:4]2[CH:10]=[CH:9][NH:8][C:5]2=[N:6][CH:7]=1.C1N2CN3CN(C2)CN1C3.[C:21](O)(=[O:23])C. Product: [Cl:1][C:2]1[CH:3]=[C:4]2[C:10]([CH:21]=[O:23])=[CH:9][NH:8][C:5]2=[N:6][CH:7]=1. The catalyst class is: 6. (2) Reactant: [H-].[H-].[H-].[H-].[Li+].[Al+3].[F:7][C:8]1[CH:22]=[CH:21][C:11]([O:12][CH2:13][C:14](OC(C)(C)C)=[O:15])=[CH:10][CH:9]=1.[OH-].[Na+].[O-]S([O-])(=O)=O.[Na+].[Na+]. Product: [F:7][C:8]1[CH:22]=[CH:21][C:11]([O:12][CH2:13][CH2:14][OH:15])=[CH:10][CH:9]=1. The catalyst class is: 30. (3) Reactant: [F:1][CH:2]([F:29])[C:3]1[CH:4]=[CH:5][C:6]([C:9]([F:28])([F:27])[CH2:10][N:11]2[CH2:16][CH2:15][CH:14]([NH:17][C:18]3[C:19]4[CH:26]=[CH:25][NH:24][C:20]=4[N:21]=[CH:22][N:23]=3)[CH2:13][CH2:12]2)=[N:7][CH:8]=1.CO.[ClH:32]. Product: [ClH:32].[F:29][CH:2]([F:1])[C:3]1[CH:4]=[CH:5][C:6]([C:9]([F:28])([F:27])[CH2:10][N:11]2[CH2:12][CH2:13][CH:14]([NH:17][C:18]3[C:19]4[CH:26]=[CH:25][NH:24][C:20]=4[N:21]=[CH:22][N:23]=3)[CH2:15][CH2:16]2)=[N:7][CH:8]=1. The catalyst class is: 5. (4) Reactant: [H-].[Na+].[CH3:3][O:4][C:5]1[C:14]2[C:13](=[O:15])[O:12][C:11](=[O:16])[NH:10][C:9]=2[CH:8]=[CH:7][C:6]=1[O:17][CH3:18].I[CH2:20][CH3:21]. Product: [CH2:20]([N:10]1[C:9]2[CH:8]=[CH:7][C:6]([O:17][CH3:18])=[C:5]([O:4][CH3:3])[C:14]=2[C:13](=[O:15])[O:12][C:11]1=[O:16])[CH3:21]. The catalyst class is: 9. (5) Reactant: C([Sn](CCCC)(CCCC)[C:6]1[S:10][C:9]([C:11]2[S:12][C:13]([Sn](CCCC)(CCCC)CCCC)=[CH:14][CH:15]=2)=[CH:8][CH:7]=1)CCC.Br[C:38]1[S:39][CH:40]=[CH:41][CH:42]=1. Product: [S:39]1[CH:40]=[CH:41][CH:42]=[C:38]1[C:9]1[S:10][C:6]([C:13]2[S:12][C:11]([C:9]3[S:10][CH:6]=[CH:7][CH:8]=3)=[CH:15][CH:14]=2)=[CH:7][CH:8]=1. The catalyst class is: 128. (6) Reactant: [N+:1]([C:4]1[CH:5]=[CH:6][C:7]([NH:23][CH:24]2[CH2:29][CH2:28][NH:27][CH2:26][CH2:25]2)=[C:8]([CH:22]=1)[C:9]([NH:11][CH2:12][C:13]1[CH:21]=[CH:20][C:16]2[O:17][CH2:18][O:19][C:15]=2[CH:14]=1)=[O:10])([O-:3])=[O:2].C=O.[C:32]([BH3-])#N.[Na+]. Product: [CH3:32][N:27]1[CH2:28][CH2:29][CH:24]([NH:23][C:7]2[CH:6]=[CH:5][C:4]([N+:1]([O-:3])=[O:2])=[CH:22][C:8]=2[C:9]([NH:11][CH2:12][C:13]2[CH:21]=[CH:20][C:16]3[O:17][CH2:18][O:19][C:15]=3[CH:14]=2)=[O:10])[CH2:25][CH2:26]1. The catalyst class is: 130.